This data is from Full USPTO retrosynthesis dataset with 1.9M reactions from patents (1976-2016). The task is: Predict the reactants needed to synthesize the given product. Given the product [C:1]([N:4]1[CH2:5][CH2:6][N:7]([C:10]2[CH:11]=[CH:12][C:13]([CH2:16][N:17]([CH2:36][C:37]([F:40])([F:39])[F:38])[S:18]([CH2:21][C:22]3[CH:27]=[CH:26][CH:25]=[CH:24][CH:23]=3)(=[O:20])=[O:19])=[CH:14][CH:15]=2)[CH2:8][CH2:9]1)(=[O:3])[CH3:2], predict the reactants needed to synthesize it. The reactants are: [C:1]([N:4]1[CH2:9][CH2:8][N:7]([C:10]2[CH:15]=[CH:14][C:13]([CH2:16][NH:17][S:18]([CH2:21][C:22]3[CH:27]=[CH:26][CH:25]=[CH:24][CH:23]=3)(=[O:20])=[O:19])=[CH:12][CH:11]=2)[CH2:6][CH2:5]1)(=[O:3])[CH3:2].[H-].[Na+].FC(F)(F)S(O[CH2:36][C:37]([F:40])([F:39])[F:38])(=O)=O.O.